From a dataset of Forward reaction prediction with 1.9M reactions from USPTO patents (1976-2016). Predict the product of the given reaction. (1) Given the reactants C([O:3][C:4](=O)[CH2:5][C:6]([C@H:8]1[CH2:13][CH2:12][N:11]([C:14]([O:16][CH3:17])=[O:15])[C@@H:10]([C:18]2[CH:23]=[CH:22][C:21]([C:24]([F:27])([F:26])[F:25])=[CH:20][C:19]=2[F:28])[CH2:9]1)=[O:7])C.[OH-].[Na+].[NH2:32]O.Cl, predict the reaction product. The product is: [F:28][C:19]1[CH:20]=[C:21]([C:24]([F:27])([F:26])[F:25])[CH:22]=[CH:23][C:18]=1[C@H:10]1[CH2:9][C@@H:8]([C:6]2[O:7][NH:32][C:4](=[O:3])[CH:5]=2)[CH2:13][CH2:12][N:11]1[C:14]([O:16][CH3:17])=[O:15]. (2) Given the reactants FC(F)(F)C(O)=O.FC(F)(F)C(O)=O.[CH3:15][N:16]1[C:21]2[N:22]=[C:23]([N:27]3[CH2:32][CH2:31][NH:30][CH2:29][CH2:28]3)[NH:24][C:25](=[O:26])[C:20]=2[CH2:19][CH2:18][CH2:17]1.[F:33][C:34]1[C:35]([CH:40]=O)=[N:36][CH:37]=[CH:38][CH:39]=1.C(O[BH-](OC(=O)C)OC(=O)C)(=O)C.[Na+].[OH-].[Na+], predict the reaction product. The product is: [F:33][C:34]1[C:35]([CH2:40][N:30]2[CH2:31][CH2:32][N:27]([C:23]3[NH:24][C:25](=[O:26])[C:20]4[CH2:19][CH2:18][CH2:17][N:16]([CH3:15])[C:21]=4[N:22]=3)[CH2:28][CH2:29]2)=[N:36][CH:37]=[CH:38][CH:39]=1. (3) Given the reactants [F:1][C:2]([F:13])([F:12])[C:3]#[C:4][C:5]([F:11])([F:10])[C:6]([F:9])([F:8])[F:7].ClC1(Cl)C(Cl)=C(Cl)C(Cl)=C1Cl.[F-].[F-].[F-].[Cl-:28].[Cl-:29].[Sb+5].ClC1C(F)(F)C(F)(F)C(F)(F)C=1Cl, predict the reaction product. The product is: [Cl:28][C:3](=[C:4]([Cl:29])[C:5]([F:10])([F:11])[C:6]([F:8])([F:7])[F:9])[C:2]([F:12])([F:13])[F:1].